From a dataset of Peptide-MHC class I binding affinity with 185,985 pairs from IEDB/IMGT. Regression. Given a peptide amino acid sequence and an MHC pseudo amino acid sequence, predict their binding affinity value. This is MHC class I binding data. (1) The peptide sequence is QLQSPGVADY. The MHC is HLA-A01:01 with pseudo-sequence HLA-A01:01. The binding affinity (normalized) is 0.476. (2) The peptide sequence is YEPEMQAQV. The MHC is HLA-B15:01 with pseudo-sequence HLA-B15:01. The binding affinity (normalized) is 0.0847. (3) The peptide sequence is NHHPRARSM. The MHC is HLA-B38:01 with pseudo-sequence HLA-B38:01. The binding affinity (normalized) is 0.0847. (4) The peptide sequence is LSNCVHPAV. The MHC is HLA-A68:02 with pseudo-sequence HLA-A68:02. The binding affinity (normalized) is 0.397. (5) The peptide sequence is NEQSIAEAI. The MHC is Mamu-A11 with pseudo-sequence Mamu-A11. The binding affinity (normalized) is 0.722. (6) The peptide sequence is KPSKENRLSI. The MHC is HLA-B54:01 with pseudo-sequence HLA-B54:01. The binding affinity (normalized) is 0.0279. (7) The peptide sequence is FIALWIPDLF. The MHC is Mamu-B17 with pseudo-sequence Mamu-B17. The binding affinity (normalized) is 0.0601. (8) The peptide sequence is AGVLWDVPSP. The MHC is HLA-A30:01 with pseudo-sequence HLA-A30:01. The binding affinity (normalized) is 0.133. (9) The peptide sequence is ATDKAAAAY. The MHC is HLA-A03:01 with pseudo-sequence HLA-A03:01. The binding affinity (normalized) is 0.156. (10) The peptide sequence is SEINNLNLT. The MHC is HLA-A69:01 with pseudo-sequence HLA-A69:01. The binding affinity (normalized) is 0.0847.